This data is from Reaction yield outcomes from USPTO patents with 853,638 reactions. The task is: Predict the reaction yield, written as a fraction of the theoretical maximum amount of product (1.0 means a 100% yield; for example, 0.34 means a 34% yield). (1) The reactants are [F:1][C:2]1([F:38])[O:6][C:5]2[CH:7]=[CH:8][C:9]([C:11]3([C:14]([NH:16][C@H:17]4[C:26]5[C:21](=[CH:22][CH:23]=[C:24]([CH3:27])[CH:25]=5)[O:20][C@@H:19]([C:28]5[CH:29]=[C:30]([CH:35]=[CH:36][CH:37]=5)[C:31]([O:33]C)=[O:32])[CH2:18]4)=[O:15])[CH2:13][CH2:12]3)=[CH:10][C:4]=2[O:3]1.[Li+].[OH-]. The catalyst is CO. The product is [F:38][C:2]1([F:1])[O:6][C:5]2[CH:7]=[CH:8][C:9]([C:11]3([C:14]([NH:16][C@H:17]4[C:26]5[C:21](=[CH:22][CH:23]=[C:24]([CH3:27])[CH:25]=5)[O:20][C@@H:19]([C:28]5[CH:29]=[C:30]([CH:35]=[CH:36][CH:37]=5)[C:31]([OH:33])=[O:32])[CH2:18]4)=[O:15])[CH2:13][CH2:12]3)=[CH:10][C:4]=2[O:3]1. The yield is 0.880. (2) The reactants are [CH3:1][N:2]([CH2:6][CH2:7]Cl)[CH2:3][CH2:4]Cl.Cl.[F:10][C:11]1[CH:16]=[CH:15][C:14]([CH2:17][C:18]#[N:19])=[CH:13][CH:12]=1.[H-].[Na+]. The catalyst is CN(C=O)C. The product is [CH3:1][N:2]1[CH2:6][CH2:7][C:17]([C:14]2[CH:15]=[CH:16][C:11]([F:10])=[CH:12][CH:13]=2)([C:18]#[N:19])[CH2:4][CH2:3]1. The yield is 0.820. (3) The reactants are [Cl:1][C:2]1[N:11]=[CH:10][C:9]2[NH:8][CH2:7][CH:6]3[CH2:12][O:13][CH2:14][CH2:15][N:5]3[C:4]=2[N:3]=1.CC(C)([O-])C.[Na+].Br[CH2:23][C:24]1[CH:29]=[CH:28][C:27]([S:30]([CH3:33])(=[O:32])=[O:31])=[CH:26][CH:25]=1. The catalyst is CS(C)=O. The product is [Cl:1][C:2]1[N:11]=[CH:10][C:9]2[N:8]([CH2:23][C:24]3[CH:25]=[CH:26][C:27]([S:30]([CH3:33])(=[O:32])=[O:31])=[CH:28][CH:29]=3)[CH2:7][CH:6]3[CH2:12][O:13][CH2:14][CH2:15][N:5]3[C:4]=2[N:3]=1. The yield is 0.400.